This data is from Full USPTO retrosynthesis dataset with 1.9M reactions from patents (1976-2016). The task is: Predict the reactants needed to synthesize the given product. (1) Given the product [Cl:1][C:2]1[C:3]2[C:4](=[O:5])[N:14]([CH2:15][C:16]3[CH:21]=[C:20]([O:22][CH3:23])[CH:19]=[C:18]([O:24][CH3:25])[CH:17]=3)[CH:13]([CH3:26])[C:7]=2[C:8]([F:12])=[C:9]([Cl:11])[N:10]=1, predict the reactants needed to synthesize it. The reactants are: [Cl:1][C:2]1[N:10]=[C:9]([Cl:11])[C:8]([F:12])=[C:7]([CH:13]=[N:14][CH2:15][C:16]2[CH:21]=[C:20]([O:22][CH3:23])[CH:19]=[C:18]([O:24][CH3:25])[CH:17]=2)[C:3]=1[C:4](O)=[O:5].[CH3:26][Li].Cl. (2) The reactants are: [N:1]([CH:4]([C:6]1[CH:7]=[C:8]([C:23]#[N:24])[C:9]2[CH:10]=[CH:11][CH:12]=[N:13][C:14]=2[C:15]=1[C:16]1[CH:21]=[CH:20][CH:19]=[C:18]([F:22])[CH:17]=1)[CH3:5])=[N+]=[N-].O.CP(C)C.C(OCC)(=O)C. Given the product [NH2:1][CH:4]([C:6]1[CH:7]=[C:8]([C:23]#[N:24])[C:9]2[CH:10]=[CH:11][CH:12]=[N:13][C:14]=2[C:15]=1[C:16]1[CH:21]=[CH:20][CH:19]=[C:18]([F:22])[CH:17]=1)[CH3:5], predict the reactants needed to synthesize it. (3) Given the product [C:13]1([C:19]#[C:20][C:2]2[CH:3]=[C:4]([CH:10]=[CH:11][CH:12]=2)[C:5]([O:7][CH2:8][CH3:9])=[O:6])[CH:18]=[CH:17][CH:16]=[CH:15][CH:14]=1, predict the reactants needed to synthesize it. The reactants are: Br[C:2]1[CH:3]=[C:4]([CH:10]=[CH:11][CH:12]=1)[C:5]([O:7][CH2:8][CH3:9])=[O:6].[C:13]1([C:19]#[CH:20])[CH:18]=[CH:17][CH:16]=[CH:15][CH:14]=1. (4) Given the product [CH3:18][N:17]1[CH:16]=[C:5]([C:4]([O:3][CH2:1][CH3:2])=[O:20])[C:6]([CH:7]([C:9]2[CH:14]=[CH:13][CH:12]=[CH:11][CH:10]=2)[CH3:8])=[N:25]1, predict the reactants needed to synthesize it. The reactants are: [CH2:1]([O:3][C:4](=[O:20])[C:5](=[CH:16][N:17](C)[CH3:18])[C:6](=O)[CH:7]([C:9]1[CH:14]=[CH:13][CH:12]=[CH:11][CH:10]=1)[CH3:8])[CH3:2].C(O)C.C[NH:25]N.C(N(CC)CC)C. (5) Given the product [Br:1][C:2]1[C:7]([CH3:8])=[CH:6][C:5]([CH2:9][CH2:10][CH:11]([OH:12])[CH3:14])=[CH:4][C:3]=1[CH3:13], predict the reactants needed to synthesize it. The reactants are: [Br:1][C:2]1[C:7]([CH3:8])=[CH:6][C:5]([CH2:9][CH2:10][CH:11]=[O:12])=[CH:4][C:3]=1[CH3:13].[CH3:14][Mg]Br. (6) Given the product [Cl:1][C:2]1[CH:7]=[CH:6][C:5]([CH:8]2[CH2:10][CH:9]2[C:15]2[CH:20]=[CH:19][N:18]([C:21]3[CH:22]=[CH:23][C:24]4[N:28]=[C:27]([CH:29]5[CH2:31][CH2:30]5)[N:26]([CH3:32])[C:25]=4[CH:33]=3)[C:17](=[O:34])[CH:16]=2)=[CH:4][CH:3]=1, predict the reactants needed to synthesize it. The reactants are: [Cl:1][C:2]1[CH:7]=[CH:6][C:5]([CH:8]2[CH:10]([Si](C)(C)C)[CH:9]2[C:15]2[CH:20]=[CH:19][N:18]([C:21]3[CH:22]=[CH:23][C:24]4[N:28]=[C:27]([CH:29]5[CH2:31][CH2:30]5)[N:26]([CH3:32])[C:25]=4[CH:33]=3)[C:17](=[O:34])[CH:16]=2)=[CH:4][CH:3]=1.CCCC[N+](CCCC)(CCCC)CCCC.[F-]. (7) The reactants are: Cl.[Cl:2][C:3]1[CH:8]=[CH:7][C:6]([CH:9]2[CH2:14][CH2:13][N:12]([C:15](=[O:27])[C@H:16]([NH:19]C(=O)OC(C)(C)C)[CH2:17][CH3:18])[CH2:11][CH2:10]2)=[CH:5][CH:4]=1. Given the product [ClH:2].[NH2:19][C@H:16]([CH2:17][CH3:18])[C:15]([N:12]1[CH2:13][CH2:14][CH:9]([C:6]2[CH:5]=[CH:4][C:3]([Cl:2])=[CH:8][CH:7]=2)[CH2:10][CH2:11]1)=[O:27], predict the reactants needed to synthesize it. (8) Given the product [C:14]1([C:9]2[CH:8]=[CH:13][CH:12]=[CH:11][CH:10]=2)[CH:15]=[CH:16][CH:17]=[C:18]([N:41]2[C:40]3[N:72]=[CH:73][C:37]([F:36])=[CH:38][C:39]=3[C:44](=[O:45])[N:43]([C@H:46]3[CH2:47][CH2:48][C@@H:49]([NH:52][CH2:53][C:54]4[N:55]=[C:56]5[CH:61]=[CH:60][C:59]([F:62])=[CH:58][N:57]5[CH:63]=4)[CH2:50][CH2:51]3)[C:42]2=[O:64])[CH:19]=1, predict the reactants needed to synthesize it. The reactants are: C1(P(C2CCCCC2)[C:8]2[CH:13]=[CH:12][CH:11]=[CH:10][C:9]=2[C:14]2[C:19](OC)=[CH:18][CH:17]=[CH:16][C:15]=2OC)CCCCC1.C(=O)([O-])[O-].[K+].[K+].[F:36][C:37]1[CH:73]=[N:72][C:40]2[N:41](C3C=CC=C(I)C=3)[C:42](=[O:64])[N:43]([C@H:46]3[CH2:51][CH2:50][C@@H:49]([NH:52][CH2:53][C:54]4[N:55]=[C:56]5[CH:61]=[CH:60][C:59]([F:62])=[CH:58][N:57]5[CH:63]=4)[CH2:48][CH2:47]3)[C:44](=[O:45])[C:39]=2[CH:38]=1.